The task is: Regression. Given a peptide amino acid sequence and an MHC pseudo amino acid sequence, predict their binding affinity value. This is MHC class II binding data.. This data is from Peptide-MHC class II binding affinity with 134,281 pairs from IEDB. (1) The peptide sequence is YNAVLTHVKINDKCP. The MHC is DRB1_0701 with pseudo-sequence DRB1_0701. The binding affinity (normalized) is 0.291. (2) The peptide sequence is INEPTAAAIACGLDR. The MHC is HLA-DQA10401-DQB10402 with pseudo-sequence HLA-DQA10401-DQB10402. The binding affinity (normalized) is 0.522. (3) The peptide sequence is NRASLMQLISTNVFG. The MHC is DRB1_0901 with pseudo-sequence DRB1_0901. The binding affinity (normalized) is 0.772. (4) The peptide sequence is FVNQHLCGSHLVEAL. The MHC is HLA-DQA10102-DQB10602 with pseudo-sequence HLA-DQA10102-DQB10602. The binding affinity (normalized) is 0.739. (5) The peptide sequence is HDKDVVVLTSSRLSNR. The MHC is H-2-IAk with pseudo-sequence H-2-IAk. The binding affinity (normalized) is 0.176. (6) The peptide sequence is YNAVLTHVKINDKCP. The MHC is H-2-IAd with pseudo-sequence H-2-IAd. The binding affinity (normalized) is 0.135. (7) The peptide sequence is SLYNTVATLYCVHQRIEV. The MHC is DRB1_1501 with pseudo-sequence DRB1_1501. The binding affinity (normalized) is 0.312. (8) The peptide sequence is SGQVVTYALNTITNLKK. The MHC is HLA-DQA10201-DQB10402 with pseudo-sequence HLA-DQA10201-DQB10402. The binding affinity (normalized) is 0.454. (9) The peptide sequence is LKSDLLRAGITLVPV. The MHC is DRB1_0404 with pseudo-sequence DRB1_0404. The binding affinity (normalized) is 0.214. (10) The peptide sequence is GMFTNRSGSQ. The MHC is HLA-DQA10201-DQB10202 with pseudo-sequence HLA-DQA10201-DQB10202. The binding affinity (normalized) is 0.